Dataset: Reaction yield outcomes from USPTO patents with 853,638 reactions. Task: Predict the reaction yield, written as a fraction of the theoretical maximum amount of product (1.0 means a 100% yield; for example, 0.34 means a 34% yield). (1) The reactants are [CH:1]1([CH2:4][C:5]([OH:7])=O)[CH2:3][CH2:2]1.S(Cl)(Cl)=O.[I:12][C:13]1[CH:14]=[CH:15][C:16]2[N:17]([CH:19]=[C:20]([NH2:22])[N:21]=2)[N:18]=1.C(=O)([O-])O.[Na+]. The product is [CH:1]1([CH2:4][C:5]([NH:22][C:20]2[N:21]=[C:16]3[CH:15]=[CH:14][C:13]([I:12])=[N:18][N:17]3[CH:19]=2)=[O:7])[CH2:2][CH2:3]1. The catalyst is O1CCCC1.CN(C)C=O.CN(C)C(=O)C. The yield is 0.720. (2) The reactants are [NH2:1][CH2:2][C:3]([CH3:10])([CH3:9])[C:4]([O:6][CH2:7][CH3:8])=[O:5].[C:11]1(=O)[CH2:16][CH2:15][CH2:14][CH2:13][CH2:12]1.C(O[BH-](OC(=O)C)OC(=O)C)(=O)C.[Na+].C(O)(=O)C. The catalyst is O1CCCC1.C([O-])(O)=O.[Na+]. The product is [CH:11]1([NH:1][CH2:2][C:3]([CH3:10])([CH3:9])[C:4]([O:6][CH2:7][CH3:8])=[O:5])[CH2:16][CH2:15][CH2:14][CH2:13][CH2:12]1. The yield is 0.860. (3) The reactants are [CH3:1][O:2][C:3]1[CH:12]=[CH:11][C:6]([CH:7]=[CH:8][CH:9]=O)=[CH:5][CH:4]=1.[C:13]([NH:16][CH:17]([C:23]([O:25][CH2:26][CH3:27])=[O:24])[C:18]([O:20][CH2:21][CH3:22])=[O:19])(=[O:15])[CH3:14]. No catalyst specified. The product is [C:13]([N:16]1[CH2:9][CH2:8][CH:7]([C:6]2[CH:11]=[CH:12][C:3]([O:2][CH3:1])=[CH:4][CH:5]=2)[C:17]1([C:23]([O:25][CH2:26][CH3:27])=[O:24])[C:18]([O:20][CH2:21][CH3:22])=[O:19])(=[O:15])[CH3:14]. The yield is 0.720. (4) The reactants are [Br:1][C:2]1[CH:21]=[CH:20][C:5]([CH2:6][CH:7]2[CH2:12][CH2:11][N:10](C(OC(C)(C)C)=O)[CH2:9][CH2:8]2)=[CH:4][CH:3]=1.C(Cl)Cl.C(O)(C(F)(F)F)=O. No catalyst specified. The product is [Br:1][C:2]1[CH:3]=[CH:4][C:5]([CH2:6][CH:7]2[CH2:8][CH2:9][NH:10][CH2:11][CH2:12]2)=[CH:20][CH:21]=1. The yield is 0.930. (5) The reactants are [CH:1]1([CH2:7][NH:8][C:9]([NH:11][NH:12][C:13](=O)[CH2:14][CH2:15][N:16]2[CH2:21][CH2:20][N:19]([C:22]3[CH:27]=[CH:26][CH:25]=[CH:24][C:23]=3[O:28][CH3:29])[CH2:18][CH2:17]2)=[O:10])[CH2:6][CH2:5][CH2:4][CH2:3][CH2:2]1. The catalyst is [OH-].[Na+]. The product is [CH:1]1([CH2:7][N:8]2[C:13]([CH2:14][CH2:15][N:16]3[CH2:21][CH2:20][N:19]([C:22]4[CH:27]=[CH:26][CH:25]=[CH:24][C:23]=4[O:28][CH3:29])[CH2:18][CH2:17]3)=[N:12][NH:11][C:9]2=[O:10])[CH2:6][CH2:5][CH2:4][CH2:3][CH2:2]1. The yield is 0.570.